Dataset: Full USPTO retrosynthesis dataset with 1.9M reactions from patents (1976-2016). Task: Predict the reactants needed to synthesize the given product. (1) The reactants are: FC1C=C(NC(=O)CC(NC2C=CC=CC=2)=O)C=CC=1OC1C=CN=C2C=C(C3N=CN(C)C=3)SC=12.[CH3:37][N:38]([C:45]1[CH:50]=[CH:49][CH:48]=[CH:47][CH:46]=1)[C:39](=[O:44])[CH2:40][C:41]([OH:43])=O.CCCCCCCCCCCCN.[F:64][C:65]1[CH:66]=[C:67]([CH:69]=[CH:70][C:71]=1[O:72][C:73]1[CH:78]=[CH:77][N:76]=[C:75]2[CH:79]=[C:80]([C:82]3[CH2:83][CH2:84][N:85]([CH3:88])[CH2:86][CH:87]=3)[S:81][C:74]=12)[NH2:68]. Given the product [F:64][C:65]1[CH:66]=[C:67]([NH:68][C:41](=[O:43])[CH2:40][C:39]([N:38]([CH3:37])[C:45]2[CH:50]=[CH:49][CH:48]=[CH:47][CH:46]=2)=[O:44])[CH:69]=[CH:70][C:71]=1[O:72][C:73]1[CH:78]=[CH:77][N:76]=[C:75]2[CH:79]=[C:80]([C:82]3[CH2:83][CH2:84][N:85]([CH3:88])[CH2:86][CH:87]=3)[S:81][C:74]=12, predict the reactants needed to synthesize it. (2) Given the product [Cl:12][C:11]1[C:10](=[O:13])[C:9]2[C:4](=[CH:5][CH:6]=[CH:7][CH:8]=2)[C:3](=[O:14])[C:2]=1[NH:27][S:24]([C:19]1[CH:20]=[CH:21][CH:22]=[CH:23][C:18]=1[N+:15]([O-:17])=[O:16])(=[O:26])=[O:25], predict the reactants needed to synthesize it. The reactants are: Cl[C:2]1[C:3](=[O:14])[C:4]2[C:9]([C:10](=[O:13])[C:11]=1[Cl:12])=[CH:8][CH:7]=[CH:6][CH:5]=2.[N+:15]([C:18]1[CH:23]=[CH:22][CH:21]=[CH:20][C:19]=1[S:24]([NH2:27])(=[O:26])=[O:25])([O-:17])=[O:16].C(=O)([O-])[O-].[Cs+].[Cs+].C(O)(=O)CC(CC(O)=O)(C(O)=O)O. (3) Given the product [NH2:1][CH2:4][C:5]1[O:9][C:8]([C:10]2[CH:11]=[CH:12][C:13]([C:16]3[C:21]([CH3:22])=[C:20]([F:23])[CH:19]=[C:18]([C:24]([NH:26][CH:27]4[CH2:29][CH2:28]4)=[O:25])[CH:17]=3)=[CH:14][CH:15]=2)=[N:7][N:6]=1, predict the reactants needed to synthesize it. The reactants are: [N:1]([CH2:4][C:5]1[O:9][C:8]([C:10]2[CH:15]=[CH:14][C:13]([C:16]3[C:21]([CH3:22])=[C:20]([F:23])[CH:19]=[C:18]([C:24]([NH:26][CH:27]4[CH2:29][CH2:28]4)=[O:25])[CH:17]=3)=[CH:12][CH:11]=2)=[N:7][N:6]=1)=[N+]=[N-].[H][H]. (4) The reactants are: Br[CH2:2][C:3]1[CH:8]=[CH:7][C:6]([CH2:9][N:10]2[CH:15]=[CH:14][CH:13]=[CH:12][C:11]2=[O:16])=[CH:5][CH:4]=1.[Cl:17][C:18]1[C:23]2[CH:24]=[N:25][NH:26][C:22]=2[CH:21]=[CH:20][N:19]=1.C(=O)([O-])[O-].[K+].[K+].[Na+].[I-]. Given the product [Cl:17][C:18]1[C:23]2=[CH:24][N:25]([CH2:2][C:3]3[CH:8]=[CH:7][C:6]([CH2:9][N:10]4[CH:15]=[CH:14][CH:13]=[CH:12][C:11]4=[O:16])=[CH:5][CH:4]=3)[N:26]=[C:22]2[CH:21]=[CH:20][N:19]=1, predict the reactants needed to synthesize it. (5) Given the product [Cl:1][C:2]1[C:7]([C:8]([F:11])([F:9])[F:10])=[CH:6][CH:5]=[CH:4][C:3]=1[C:12]([N:14]1[CH2:19][CH2:18][N:17]([CH2:20][CH2:21][CH3:24])[C:16](=[O:22])[CH2:15]1)=[O:13], predict the reactants needed to synthesize it. The reactants are: [Cl:1][C:2]1[C:7]([C:8]([F:11])([F:10])[F:9])=[CH:6][CH:5]=[CH:4][C:3]=1[C:12]([N:14]1[CH2:19][CH2:18][N:17]([CH2:20][CH3:21])[C:16](=[O:22])[CH2:15]1)=[O:13].I[CH2:24]CC. (6) The reactants are: CN(C(ON1N=NC2C=CC=NC1=2)=[N+](C)C)C.F[P-](F)(F)(F)(F)F.[CH2:25]([O:32][C:33]1[C:37]([O:38][CH2:39][C:40]2[CH:45]=[CH:44][CH:43]=[CH:42][CH:41]=2)=[C:36]([C:46]([O:48][CH2:49][CH3:50])=[O:47])[N:35]([C:51]2[CH:56]=[CH:55][C:54]([O:57][CH3:58])=[CH:53][CH:52]=2)[C:34]=1[C:59]([O-])=[O:60])[C:26]1[CH:31]=[CH:30][CH:29]=[CH:28][CH:27]=1.C([NH+](CC)CC)C.CCN(C(C)C)C(C)C.[C:78]([NH:81][NH2:82])(=[O:80])[CH3:79]. Given the product [C:78]([NH:81][NH:82][C:59]([C:34]1[N:35]([C:51]2[CH:56]=[CH:55][C:54]([O:57][CH3:58])=[CH:53][CH:52]=2)[C:36]([C:46]([O:48][CH2:49][CH3:50])=[O:47])=[C:37]([O:38][CH2:39][C:40]2[CH:41]=[CH:42][CH:43]=[CH:44][CH:45]=2)[C:33]=1[O:32][CH2:25][C:26]1[CH:27]=[CH:28][CH:29]=[CH:30][CH:31]=1)=[O:60])(=[O:80])[CH3:79], predict the reactants needed to synthesize it. (7) Given the product [OH:23][C:18]1[C:19]([O:21][CH3:22])=[CH:20][C:15]([C:14]([C:3]2[C:4]3[CH:10]=[CH:9][C:8]([O:11][CH3:12])=[C:7]([OH:13])[C:5]=3[O:6][C:2]=2[CH3:1])=[O:27])=[CH:16][C:17]=1[O:25][CH3:26], predict the reactants needed to synthesize it. The reactants are: [CH3:1][C:2]1[O:6][C:5]2[C:7]([OH:13])=[C:8]([O:11][CH3:12])[CH:9]=[CH:10][C:4]=2[C:3]=1[C:14](=[O:27])[C:15]1[CH:20]=[C:19]([O:21][CH3:22])[C:18]([O:23]C)=[C:17]([O:25][CH3:26])[CH:16]=1.[Cl-].[Cl-].[Cl-].[Al+3]. (8) Given the product [CH2:1]([C:3]1[CH:4]=[CH:5][C:6]([NH2:10])=[C:7]([NH2:8])[CH:9]=1)[CH3:2], predict the reactants needed to synthesize it. The reactants are: [CH2:1]([C:3]1[CH:4]=[CH:5][C:6]([N+:10]([O-])=O)=[C:7]([CH:9]=1)[NH2:8])[CH3:2].[Sn](Cl)(Cl)(Cl)Cl.C(=O)([O-])O.[Na+]. (9) The reactants are: [Cl:1][C:2]1[N:6]2[CH:7]=[C:8]([CH:15]3[CH2:17][CH2:16]3)[CH:9]=[C:10]([C:11]([F:14])([F:13])[F:12])[C:5]2=[N:4][C:3]=1[C:18](O)=[O:19].[CH3:21][C@H:22]1[O:26][C:25](=[O:27])[N:24]([CH:28]2[CH2:33][CH2:32][NH:31][CH2:30][CH2:29]2)[C:23]1=[O:34].C(N(CC)C(C)C)(C)C.CN(C(ON1N=NC2C=CC=NC1=2)=[N+](C)C)C.F[P-](F)(F)(F)(F)F. Given the product [Cl:1][C:2]1[N:6]2[CH:7]=[C:8]([CH:15]3[CH2:17][CH2:16]3)[CH:9]=[C:10]([C:11]([F:13])([F:14])[F:12])[C:5]2=[N:4][C:3]=1[C:18]([N:31]1[CH2:30][CH2:29][CH:28]([N:24]2[C:23](=[O:34])[C@@H:22]([CH3:21])[O:26][C:25]2=[O:27])[CH2:33][CH2:32]1)=[O:19], predict the reactants needed to synthesize it. (10) Given the product [Cl:1][C:2]1[C:3]([O:18][C@@H:20]2[CH2:25][CH2:24][N:23]([C:26]([O:28][C:29]([CH3:32])([CH3:31])[CH3:30])=[O:27])[CH2:22][C@H:21]2[CH3:33])=[CH:4][C:5](=[O:17])[N:6]([C:8]2[CH:15]=[CH:14][C:11]([C:12]#[N:13])=[C:10]([F:16])[CH:9]=2)[CH:7]=1, predict the reactants needed to synthesize it. The reactants are: [Cl:1][C:2]1[C:3]([OH:18])=[CH:4][C:5](=[O:17])[N:6]([C:8]2[CH:15]=[CH:14][C:11]([C:12]#[N:13])=[C:10]([F:16])[CH:9]=2)[CH:7]=1.O[CH:20]1[CH2:25][CH2:24][N:23]([C:26]([O:28][C:29]([CH3:32])([CH3:31])[CH3:30])=[O:27])[CH2:22][CH:21]1[CH3:33].C1(P(C2C=CC=CC=2)C2C=CC=CC=2)C=CC=CC=1.CCOC(/N=N/C(OCC)=O)=O.